This data is from Peptide-MHC class II binding affinity with 134,281 pairs from IEDB. The task is: Regression. Given a peptide amino acid sequence and an MHC pseudo amino acid sequence, predict their binding affinity value. This is MHC class II binding data. The peptide sequence is KAVEAYLVAHPDLYK. The MHC is DRB1_0802 with pseudo-sequence DRB1_0802. The binding affinity (normalized) is 0.422.